This data is from Forward reaction prediction with 1.9M reactions from USPTO patents (1976-2016). The task is: Predict the product of the given reaction. (1) Given the reactants Br[C:2]1[CH:3]=[CH:4][C:5]2[O:14][CH2:13][CH2:12][N:11]3[C:7](=[N:8][C:9]([C:15]4[N:16]([CH:21]([CH3:23])[CH3:22])[N:17]=[C:18]([CH3:20])[N:19]=4)=[CH:10]3)[C:6]=2[CH:24]=1.[CH:25]([N:28]1[CH2:33][CH2:32][CH:31]([SH:34])[CH2:30][CH2:29]1)([CH3:27])[CH3:26].CC1(C)C2C(=C(P(C3C=CC=CC=3)C3C=CC=CC=3)C=CC=2)OC2C(P(C3C=CC=CC=3)C3C=CC=CC=3)=CC=CC1=2.CCN(C(C)C)C(C)C, predict the reaction product. The product is: [CH:21]([N:16]1[C:15]([C:9]2[N:8]=[C:7]3[N:11]([CH2:12][CH2:13][O:14][C:5]4[CH:4]=[CH:3][C:2]([S:34][CH:31]5[CH2:32][CH2:33][N:28]([CH:25]([CH3:27])[CH3:26])[CH2:29][CH2:30]5)=[CH:24][C:6]=43)[CH:10]=2)=[N:19][C:18]([CH3:20])=[N:17]1)([CH3:23])[CH3:22]. (2) Given the reactants [CH2:1]1[NH:6][C:4](=[O:5])[NH:3][CH2:2]1.Br[CH2:8][C:9]1[C:10]([CH3:15])=[CH:11][CH:12]=[CH:13][CH:14]=1.CN(C)C=O.[H-].[Na+], predict the reaction product. The product is: [CH3:8][C:9]1[CH:14]=[CH:13][CH:12]=[CH:11][C:10]=1[CH2:15][N:3]1[CH2:2][CH2:1][NH:6][C:4]1=[O:5].